Dataset: Catalyst prediction with 721,799 reactions and 888 catalyst types from USPTO. Task: Predict which catalyst facilitates the given reaction. Reactant: [CH3:1][O:2][CH2:3][CH2:4][O:5][C:6]1[CH:11]=[CH:10][C:9]([C@@H:12]2[O:16][C:15](=[O:17])[NH:14][C@H:13]2[C:18](OC)=[O:19])=[CH:8][CH:7]=1.[BH4-].[Na+].Cl. Product: [OH:19][CH2:18][C@H:13]1[C@H:12]([C:9]2[CH:8]=[CH:7][C:6]([O:5][CH2:4][CH2:3][O:2][CH3:1])=[CH:11][CH:10]=2)[O:16][C:15](=[O:17])[NH:14]1. The catalyst class is: 14.